From a dataset of Catalyst prediction with 721,799 reactions and 888 catalyst types from USPTO. Predict which catalyst facilitates the given reaction. Reactant: [F:1][C:2]1[CH:7]=[CH:6][CH:5]=[CH:4][C:3]=1[C:8](O)([CH3:10])[CH3:9].C[Si]([N:16]=[N+]=[N-])(C)C.C(=O)([O-])O.[Na+]. Product: [F:1][C:2]1[CH:7]=[CH:6][CH:5]=[CH:4][C:3]=1[C:8]([NH2:16])([CH3:10])[CH3:9]. The catalyst class is: 11.